Dataset: Catalyst prediction with 721,799 reactions and 888 catalyst types from USPTO. Task: Predict which catalyst facilitates the given reaction. (1) Reactant: [CH3:1][C:2]1[C:6]([B:7]2[O:11][C:10]([CH3:13])([CH3:12])[C:9]([CH3:15])([CH3:14])[O:8]2)=[CH:5][NH:4][N:3]=1.Cl[C:17]([C:30]1[CH:35]=[CH:34][CH:33]=[CH:32][CH:31]=1)([C:24]1[CH:29]=[CH:28][CH:27]=[CH:26][CH:25]=1)[C:18]1[CH:23]=[CH:22][CH:21]=[CH:20][CH:19]=1.C(N(CC)CC)C. Product: [CH3:1][C:2]1[C:6]([B:7]2[O:11][C:10]([CH3:13])([CH3:12])[C:9]([CH3:15])([CH3:14])[O:8]2)=[CH:5][N:4]([C:17]([C:18]2[CH:23]=[CH:22][CH:21]=[CH:20][CH:19]=2)([C:30]2[CH:31]=[CH:32][CH:33]=[CH:34][CH:35]=2)[C:24]2[CH:25]=[CH:26][CH:27]=[CH:28][CH:29]=2)[N:3]=1. The catalyst class is: 9. (2) Reactant: [CH2:1]([O:8][C@H:9]([CH3:22])[C@H:10]([NH:14][C:15]([O:17][C:18]([CH3:21])([CH3:20])[CH3:19])=[O:16])[C:11]([OH:13])=O)[C:2]1[CH:7]=[CH:6][CH:5]=[CH:4][CH:3]=1.C([N:26]([CH2:30][CH3:31])[CH:27]([CH3:29])C)(C)C.N1CCCC1.CCN=C=NCCCN(C)C.C1C=CC2N(O)N=NC=2C=1. Product: [C:18]([O:17][C:15](=[O:16])[NH:14][C@@H:10]([C@H:9]([O:8][CH2:1][C:2]1[CH:3]=[CH:4][CH:5]=[CH:6][CH:7]=1)[CH3:22])[C:11](=[O:13])[N:26]1[CH2:27][CH2:29][CH2:31][CH2:30]1)([CH3:21])([CH3:20])[CH3:19]. The catalyst class is: 2. (3) Reactant: [NH2:1][C@@H:2]1[CH2:6][CH2:5][N:4]([C:7]2[C:16]3[C:11](=[CH:12][C:13]([CH3:17])=[CH:14][CH:15]=3)[N:10]=[C:9]([C:18]3[C:23]([F:24])=[CH:22][CH:21]=[CH:20][C:19]=3[OH:25])[N:8]=2)[CH2:3]1.[CH:26]1([C:29](O)=[O:30])[CH2:28][CH2:27]1.C(N(CC)CC)C.CN(C(ON1N=NC2C=CC=NC1=2)=[N+](C)C)C.F[P-](F)(F)(F)(F)F. Product: [F:24][C:23]1[CH:22]=[CH:21][CH:20]=[C:19]([OH:25])[C:18]=1[C:9]1[N:8]=[C:7]([N:4]2[CH2:5][CH2:6][C@@H:2]([NH:1][C:29]([CH:26]3[CH2:28][CH2:27]3)=[O:30])[CH2:3]2)[C:16]2[C:11](=[CH:12][C:13]([CH3:17])=[CH:14][CH:15]=2)[N:10]=1. The catalyst class is: 18. (4) Reactant: CI.[F:3][C:4]([F:28])([F:27])[C:5]([N:7]1[CH2:14][CH2:13][C@:12]2([CH3:18])[C:15]([CH3:17])([CH3:16])[C@H:8]1[CH2:9][C:10]1[C:22]([OH:23])=[C:21]([N+:24]([O-:26])=[O:25])[CH:20]=[CH:19][C:11]=12)=[O:6].[C:29](=O)([O-])[O-].[K+].[K+].O. Product: [F:28][C:4]([F:3])([F:27])[C:5]([N:7]1[CH2:14][CH2:13][C@:12]2([CH3:18])[C:15]([CH3:17])([CH3:16])[C@H:8]1[CH2:9][C:10]1[C:22]([O:23][CH3:29])=[C:21]([N+:24]([O-:26])=[O:25])[CH:20]=[CH:19][C:11]=12)=[O:6]. The catalyst class is: 42. (5) Reactant: [I:1][C:2]1[CH:3]=[C:4]2[C:8](=[CH:9][CH:10]=1)[NH:7][C:6](=[O:11])[C:5]2=O.[CH3:13][S:14][C:15]1[CH:24]=[CH:23][C:18]([C:19]([NH:21][NH2:22])=[O:20])=[CH:17][CH:16]=1. Product: [I:1][C:2]1[CH:3]=[C:4]2[C:8](=[CH:9][CH:10]=1)[NH:7][C:6](=[O:11])[C:5]2=[N:22][NH:21][C:19](=[O:20])[C:18]1[CH:17]=[CH:16][C:15]([S:14][CH3:13])=[CH:24][CH:23]=1. The catalyst class is: 15. (6) Reactant: [CH3:1][O:2][C:3]([C@@H:5]([NH:13][C:14]([C@@H:16]([NH2:21])[CH2:17][C:18]([OH:20])=[O:19])=[O:15])[CH2:6][C:7]1[CH:8]=[CH:9][CH:10]=[CH:11][CH:12]=1)=[O:4].C(O)(=O)C.[CH3:26][C:27]([CH3:32])([CH3:31])[CH2:28][CH:29]=O. Product: [CH3:26][C:27]([CH2:28][CH2:29][NH:21][C@H:16]([C:14]([NH:13][C@H:5]([C:3]([O:2][CH3:1])=[O:4])[CH2:6][C:7]1[CH:12]=[CH:11][CH:10]=[CH:9][CH:8]=1)=[O:15])[CH2:17][C:18]([OH:20])=[O:19])([CH3:32])[CH3:31]. The catalyst class is: 5. (7) Reactant: [C:1]([C:3]1[CH:4]=[C:5]([OH:9])[CH:6]=[CH:7][CH:8]=1)#[N:2].N1C=CN=C1.[Si:15](Cl)([C:18]([CH3:21])([CH3:20])[CH3:19])([CH3:17])[CH3:16]. Product: [CH3:19][C:18]([Si:15]([CH3:17])([CH3:16])[O:9][C:5]1[CH:4]=[C:3]([CH:8]=[CH:7][CH:6]=1)[C:1]#[N:2])([CH3:21])[CH3:20]. The catalyst class is: 9. (8) Reactant: [F:1][C:2]1[CH:23]=[C:22]([N:24]2[CH:28]=[C:27]([CH3:29])[CH:26]=[N:25]2)[CH:21]=[CH:20][C:3]=1[O:4][CH2:5][CH:6]1[CH:11]([NH:12]C(=O)OC(C)(C)C)[CH2:10][CH2:9][O:8][CH2:7]1.[ClH:30].CCO. Product: [ClH:30].[F:1][C:2]1[CH:23]=[C:22]([N:24]2[CH:28]=[C:27]([CH3:29])[CH:26]=[N:25]2)[CH:21]=[CH:20][C:3]=1[O:4][CH2:5][CH:6]1[CH:11]([NH2:12])[CH2:10][CH2:9][O:8][CH2:7]1. The catalyst class is: 25. (9) Reactant: [CH3:1][O:2][C:3]1[CH:4]=[C:5]([C:11]2[CH:15]=[C:14]([CH2:16][CH2:17][CH:18]=O)[O:13][N:12]=2)[CH:6]=[CH:7][C:8]=1[O:9][CH3:10].[F:20][C:21]([F:36])([F:35])[C:22]1[CH:34]=[CH:33][CH:32]=[CH:31][C:23]=1[CH2:24][N:25]1[CH2:30][CH2:29][NH:28][CH2:27][CH2:26]1.[BH-](OC(C)=O)(OC(C)=O)OC(C)=O.[Na+]. Product: [CH3:10][O:9][C:8]1[CH:7]=[CH:6][C:5]([C:11]2[CH:15]=[C:14]([CH2:16][CH2:17][CH2:18][N:28]3[CH2:27][CH2:26][N:25]([CH2:24][C:23]4[CH:31]=[CH:32][CH:33]=[CH:34][C:22]=4[C:21]([F:35])([F:36])[F:20])[CH2:30][CH2:29]3)[O:13][N:12]=2)=[CH:4][C:3]=1[O:2][CH3:1]. The catalyst class is: 2. (10) Reactant: [Br:1][C:2]1[C:3]2[N:11]([CH2:12][CH3:13])[C:10]([CH2:14][C:15]#[N:16])=[N:9][C:4]=2[C:5]([Cl:8])=[N:6][CH:7]=1.[N:17]([O-])=[O:18].[Na+]. Product: [Br:1][C:2]1[C:3]2[N:11]([CH2:12][CH3:13])[C:10]([C:14](=[N:17][OH:18])[C:15]#[N:16])=[N:9][C:4]=2[C:5]([Cl:8])=[N:6][CH:7]=1. The catalyst class is: 33.